The task is: Predict the reactants needed to synthesize the given product.. This data is from Full USPTO retrosynthesis dataset with 1.9M reactions from patents (1976-2016). (1) The reactants are: [NH2:1][C:2]1[NH:3][C:4](=O)[CH:5]=[C:6]([C:8]2[CH:9]=[C:10]([CH:13]=[CH:14][CH:15]=2)[C:11]#[N:12])[N:7]=1.C(N(CC)C1C=CC=CC=1)C.P(Cl)(Cl)([Cl:30])=O. Given the product [NH2:1][C:2]1[N:7]=[C:6]([C:8]2[CH:9]=[C:10]([CH:13]=[CH:14][CH:15]=2)[C:11]#[N:12])[CH:5]=[C:4]([Cl:30])[N:3]=1, predict the reactants needed to synthesize it. (2) Given the product [Cl:1][C:2]1[CH:7]=[CH:6][C:5]([C:8]2[CH:13]=[CH:12][CH:11]=[C:10]([CH2:14][O:15][C:16]3[CH:23]=[CH:22][C:19]([CH:20]=[O:21])=[C:18]([F:24])[CH:17]=3)[CH:9]=2)=[C:4]([CH3:25])[CH:3]=1, predict the reactants needed to synthesize it. The reactants are: [Cl:1][C:2]1[CH:7]=[CH:6][C:5]([C:8]2[CH:13]=[CH:12][CH:11]=[C:10]([CH2:14][O:15][C:16]3[CH:23]=[CH:22][C:19]([CH2:20][OH:21])=[C:18]([F:24])[CH:17]=3)[CH:9]=2)=[C:4]([CH3:25])[CH:3]=1. (3) Given the product [Br:14][C:15]1[O:23][C:22]2[CH2:21][CH2:20][N:19]([C:11]([C:9]3[CH:10]=[C:5]4[N:4]=[CH:3][C:2]([Br:1])=[CH:7][N:6]4[N:8]=3)=[O:13])[N:18]([CH3:24])[C:17]=2[CH:16]=1, predict the reactants needed to synthesize it. The reactants are: [Br:1][C:2]1[CH:3]=[N:4][C:5]2[N:6]([N:8]=[C:9]([C:11]([OH:13])=O)[CH:10]=2)[CH:7]=1.[Br:14][C:15]1[O:23][C:22]2[CH2:21][CH2:20][NH:19][N:18]([CH3:24])[C:17]=2[CH:16]=1. (4) The reactants are: [Li]CCCC.[C:6](#[N:8])[CH3:7].[Cl:9][CH2:10][CH2:11][CH2:12][O:13][C:14]1[C:23]([O:24][CH3:25])=[CH:22][C:17]([C:18]([O:20]C)=O)=[C:16](/[N:26]=[CH:27]/N(C)C)[CH:15]=1.C(=O)=O.CC(O)=O. Given the product [Cl:9][CH2:10][CH2:11][CH2:12][O:13][C:14]1[CH:15]=[C:16]2[C:17]([C:18]([OH:20])=[C:7]([C:6]#[N:8])[CH:27]=[N:26]2)=[CH:22][C:23]=1[O:24][CH3:25], predict the reactants needed to synthesize it. (5) Given the product [Br:1][C:2]1[CH:7]=[C:6]2[C:5](=[CH:4][C:3]=1[O:19][CH3:20])[O:18][C:30](=[O:31])[C:29]([C:26]1[CH:25]=[CH:24][C:23]([C:22]([F:21])([F:33])[F:34])=[CH:28][CH:27]=1)=[C:8]2[CH2:9][C:10]1[CH:15]=[CH:14][C:13]([OH:16])=[CH:12][CH:11]=1, predict the reactants needed to synthesize it. The reactants are: [Br:1][C:2]1[C:3]([O:19][CH3:20])=[CH:4][C:5]([OH:18])=[C:6]([C:8](=O)[CH2:9][C:10]2[CH:15]=[CH:14][C:13]([OH:16])=[CH:12][CH:11]=2)[CH:7]=1.[F:21][C:22]([F:34])([F:33])[C:23]1[CH:28]=[CH:27][C:26]([CH2:29][C:30](O)=[O:31])=[CH:25][CH:24]=1.C(C1NC=CN=1)(C1NC=CN=1)=O.C(=O)([O-])[O-].[K+].[K+].